Dataset: Full USPTO retrosynthesis dataset with 1.9M reactions from patents (1976-2016). Task: Predict the reactants needed to synthesize the given product. The reactants are: [CH3:1][O:2][C:3]1[CH:8]=[CH:7][C:6]([CH:9]2[O:14][C@H:13]3[CH2:15][C@H:16]([NH2:18])[CH2:17][C@H:12]3[CH2:11][O:10]2)=[CH:5][CH:4]=1.[Cl:19][C:20]1[CH:25]=[C:24](Cl)[N:23]=[CH:22][N:21]=1.CCN(C(C)C)C(C)C. Given the product [Cl:19][C:20]1[N:21]=[CH:22][N:23]=[C:24]([NH:18][C@H:16]2[CH2:15][C@@H:13]3[O:14][CH:9]([C:6]4[CH:5]=[CH:4][C:3]([O:2][CH3:1])=[CH:8][CH:7]=4)[O:10][CH2:11][C@@H:12]3[CH2:17]2)[CH:25]=1, predict the reactants needed to synthesize it.